Dataset: Reaction yield outcomes from USPTO patents with 853,638 reactions. Task: Predict the reaction yield, written as a fraction of the theoretical maximum amount of product (1.0 means a 100% yield; for example, 0.34 means a 34% yield). (1) The reactants are [N:1]1([C:11]([O:13][C:14]([CH3:17])([CH3:16])[CH3:15])=[O:12])[CH2:6][CH2:5][CH:4]([C:7]([O:9][CH3:10])=[O:8])[CH2:3][CH2:2]1.[Cl:18][C:19]1[C:24](Cl)=[N:23][CH:22]=[CH:21][N:20]=1.[Li+].C[Si]([N-][Si](C)(C)C)(C)C.O. The catalyst is C1COCC1. The product is [Cl:18][C:19]1[C:24]([C:4]2([C:7]([O:9][CH3:10])=[O:8])[CH2:3][CH2:2][N:1]([C:11]([O:13][C:14]([CH3:17])([CH3:16])[CH3:15])=[O:12])[CH2:6][CH2:5]2)=[N:23][CH:22]=[CH:21][N:20]=1. The yield is 0.950. (2) The reactants are N[C:2]1[C:7](Cl)=[CH:6][N:5]=[C:4]2[O:9][CH2:10][O:11][C:3]=12.[CH2:12]1[O:20]C2C(=NC=CC=2)[O:13]1.C(=O)=O. No catalyst specified. The product is [CH2:10]1[O:11][C:3]2[C:4](=[N:5][CH:6]=[CH:7][C:2]=2[C:12]([OH:20])=[O:13])[O:9]1. The yield is 0.800.